Dataset: Catalyst prediction with 721,799 reactions and 888 catalyst types from USPTO. Task: Predict which catalyst facilitates the given reaction. (1) Reactant: [NH2:1][C@H:2]1[CH2:7][CH2:6][CH2:5][N:4]([C:8]([O:10][C:11]([CH3:14])([CH3:13])[CH3:12])=[O:9])[CH2:3]1.[F:15][C:16]([F:26])([F:25])[C:17]1[CH:24]=[CH:23][CH:22]=[CH:21][C:18]=1[CH:19]=O. Product: [F:15][C:16]([F:25])([F:26])[C:17]1[CH:24]=[CH:23][CH:22]=[CH:21][C:18]=1[CH2:19][NH:1][C@H:2]1[CH2:7][CH2:6][CH2:5][N:4]([C:8]([O:10][C:11]([CH3:14])([CH3:13])[CH3:12])=[O:9])[CH2:3]1. The catalyst class is: 63. (2) Reactant: [F:1][C:2]1[C:22]([O:23][CH2:24][CH2:25][CH2:26][N:27]2[CH2:32][CH2:31][CH2:30][CH2:29][CH2:28]2)=[CH:21][C:5]2[NH:6][C:7]([C:9]3[C:13]([NH2:14])=[CH:12][N:11]([CH:15]4[CH2:20][CH2:19][CH2:18][CH2:17][O:16]4)[N:10]=3)=[N:8][C:4]=2[CH:3]=1.[CH2:33]([N:35]([CH2:39][CH3:40])[C:36](Cl)=[O:37])[CH3:34].C(N(CC)C(C)C)(C)C. Product: [CH2:33]([N:35]([CH2:39][CH3:40])[C:36]([NH:14][C:13]1[C:9]([C:7]2[NH:6][C:5]3[CH:21]=[C:22]([O:23][CH2:24][CH2:25][CH2:26][N:27]4[CH2:32][CH2:31][CH2:30][CH2:29][CH2:28]4)[C:2]([F:1])=[CH:3][C:4]=3[N:8]=2)=[N:10][N:11]([CH:15]2[CH2:20][CH2:19][CH2:18][CH2:17][O:16]2)[CH:12]=1)=[O:37])[CH3:34]. The catalyst class is: 7. (3) Reactant: [Br:1][C:2]1[CH:3]=[N:4][N:5]([CH3:25])[C:6]=1[C:7]1[CH:8]=[C:9]([NH:14][C:15]([NH:17][C:18]2[CH:23]=[CH:22][C:21]([Cl:24])=[CH:20][CH:19]=2)=[O:16])[CH:10]=[CH:11][C:12]=1[OH:13].C1(P(C2C=CC=CC=2)C2C=CC=CC=2)C=CC=CC=1.O[CH2:46][CH2:47][N:48]1[CH2:52][CH2:51][CH2:50][CH2:49]1.N(C(OC(C)C)=O)=NC(OC(C)C)=O. Product: [Br:1][C:2]1[CH:3]=[N:4][N:5]([CH3:25])[C:6]=1[C:7]1[CH:8]=[C:9]([NH:14][C:15]([NH:17][C:18]2[CH:23]=[CH:22][C:21]([Cl:24])=[CH:20][CH:19]=2)=[O:16])[CH:10]=[CH:11][C:12]=1[O:13][CH2:46][CH2:47][N:48]1[CH2:52][CH2:51][CH2:50][CH2:49]1. The catalyst class is: 1. (4) Reactant: [NH:1]1[CH2:6][CH2:5][O:4][CH2:3][CH2:2]1.C(N(CC)CC)C.Cl.[N:15]1([CH2:21][CH2:22][C:23]2[N:27]3[CH:28]=[CH:29][CH:30]=[CH:31][C:26]3=[C:25]([C:32](Cl)=[O:33])[N:24]=2)[CH2:20][CH2:19][O:18][CH2:17][CH2:16]1. Product: [N:1]1([C:32]([C:25]2[N:24]=[C:23]([CH2:22][CH2:21][N:15]3[CH2:16][CH2:17][O:18][CH2:19][CH2:20]3)[N:27]3[CH:28]=[CH:29][CH:30]=[CH:31][C:26]=23)=[O:33])[CH2:6][CH2:5][O:4][CH2:3][CH2:2]1. The catalyst class is: 2.